Dataset: NCI-60 drug combinations with 297,098 pairs across 59 cell lines. Task: Regression. Given two drug SMILES strings and cell line genomic features, predict the synergy score measuring deviation from expected non-interaction effect. (1) Drug 1: CCC1=CC2CC(C3=C(CN(C2)C1)C4=CC=CC=C4N3)(C5=C(C=C6C(=C5)C78CCN9C7C(C=CC9)(C(C(C8N6C)(C(=O)OC)O)OC(=O)C)CC)OC)C(=O)OC.C(C(C(=O)O)O)(C(=O)O)O. Drug 2: CCN(CC)CCCC(C)NC1=C2C=C(C=CC2=NC3=C1C=CC(=C3)Cl)OC. Cell line: SF-539. Synergy scores: CSS=55.4, Synergy_ZIP=1.39, Synergy_Bliss=2.03, Synergy_Loewe=-5.97, Synergy_HSA=2.63. (2) Drug 1: CC1=CC=C(C=C1)C2=CC(=NN2C3=CC=C(C=C3)S(=O)(=O)N)C(F)(F)F. Drug 2: CC1=C(C(=CC=C1)Cl)NC(=O)C2=CN=C(S2)NC3=CC(=NC(=N3)C)N4CCN(CC4)CCO. Cell line: TK-10. Synergy scores: CSS=2.93, Synergy_ZIP=11.3, Synergy_Bliss=14.7, Synergy_Loewe=5.15, Synergy_HSA=9.85. (3) Drug 1: C1=C(C(=O)NC(=O)N1)N(CCCl)CCCl. Drug 2: C1C(C(OC1N2C=NC3=C2NC=NCC3O)CO)O. Cell line: MDA-MB-435. Synergy scores: CSS=0.336, Synergy_ZIP=-0.542, Synergy_Bliss=0.235, Synergy_Loewe=-1.97, Synergy_HSA=-2.14. (4) Drug 1: C1CC(=O)NC(=O)C1N2CC3=C(C2=O)C=CC=C3N. Drug 2: C1=NC2=C(N1)C(=S)N=CN2. Cell line: MDA-MB-435. Synergy scores: CSS=15.4, Synergy_ZIP=-11.4, Synergy_Bliss=-16.7, Synergy_Loewe=-44.6, Synergy_HSA=-15.5. (5) Drug 1: CCC(=C(C1=CC=CC=C1)C2=CC=C(C=C2)OCCN(C)C)C3=CC=CC=C3.C(C(=O)O)C(CC(=O)O)(C(=O)O)O. Drug 2: CC12CCC3C(C1CCC2O)C(CC4=C3C=CC(=C4)O)CCCCCCCCCS(=O)CCCC(C(F)(F)F)(F)F. Cell line: DU-145. Synergy scores: CSS=8.75, Synergy_ZIP=-1.72, Synergy_Bliss=1.72, Synergy_Loewe=-0.319, Synergy_HSA=0.863. (6) Drug 1: CC1=C(C(=CC=C1)Cl)NC(=O)C2=CN=C(S2)NC3=CC(=NC(=N3)C)N4CCN(CC4)CCO. Drug 2: C(=O)(N)NO. Cell line: HT29. Synergy scores: CSS=18.4, Synergy_ZIP=-5.47, Synergy_Bliss=-0.0456, Synergy_Loewe=-68.4, Synergy_HSA=-0.567. (7) Drug 1: CC1=C(C=C(C=C1)C(=O)NC2=CC(=CC(=C2)C(F)(F)F)N3C=C(N=C3)C)NC4=NC=CC(=N4)C5=CN=CC=C5. Drug 2: CC=C1C(=O)NC(C(=O)OC2CC(=O)NC(C(=O)NC(CSSCCC=C2)C(=O)N1)C(C)C)C(C)C. Cell line: NCI-H460. Synergy scores: CSS=28.1, Synergy_ZIP=2.52, Synergy_Bliss=0.776, Synergy_Loewe=-45.9, Synergy_HSA=-3.94.